From a dataset of CYP1A2 inhibition data for predicting drug metabolism from PubChem BioAssay. Regression/Classification. Given a drug SMILES string, predict its absorption, distribution, metabolism, or excretion properties. Task type varies by dataset: regression for continuous measurements (e.g., permeability, clearance, half-life) or binary classification for categorical outcomes (e.g., BBB penetration, CYP inhibition). Dataset: cyp1a2_veith. (1) The drug is CCCn1c(=O)c2[nH]c(-c3ccc(OCC(=O)NCCN)cc3)nc2n(CCC)c1=O. The result is 0 (non-inhibitor). (2) The drug is O=C(O)C/C(=C\c1ccccc1)C(=O)O. The result is 0 (non-inhibitor). (3) The compound is CCC(CC)C(=O)Nc1ccc(C)c(O)c1. The result is 1 (inhibitor). (4) The molecule is CCOc1ccc(N2CC(=O)N(c3ccc(OCC)cc3)CC2=O)cc1. The result is 0 (non-inhibitor).